From a dataset of Full USPTO retrosynthesis dataset with 1.9M reactions from patents (1976-2016). Predict the reactants needed to synthesize the given product. (1) Given the product [CH3:1][O:2][C:3](=[O:27])[CH2:4][C:5]1[CH:6]=[C:7]([C:13]2[CH:18]=[CH:17][C:16]([C:19]([F:20])([F:22])[F:21])=[CH:15][C:14]=2[CH2:23][N:24]([CH2:25][CH3:26])[C:36](=[O:37])[CH2:35][O:28][C:29]2[CH:34]=[CH:33][CH:32]=[CH:31][CH:30]=2)[C:8]([O:11][CH3:12])=[CH:9][CH:10]=1, predict the reactants needed to synthesize it. The reactants are: [CH3:1][O:2][C:3](=[O:27])[CH2:4][C:5]1[CH:6]=[C:7]([C:13]2[CH:18]=[CH:17][C:16]([C:19]([F:22])([F:21])[F:20])=[CH:15][C:14]=2[CH2:23][NH:24][CH2:25][CH3:26])[C:8]([O:11][CH3:12])=[CH:9][CH:10]=1.[O:28]([CH2:35][C:36](Cl)=[O:37])[C:29]1[CH:34]=[CH:33][CH:32]=[CH:31][CH:30]=1. (2) Given the product [CH2:1]([O:3][C:4]1[C:13]2[C:8](=[CH:9][CH:10]=[C:11](/[CH:14]=[C:30]3/[C:31](=[O:33])[N:32]=[C:28]([NH:27][C@@H:25]4[CH2:26][C@H:24]4[C:18]4[CH:19]=[CH:20][CH:21]=[CH:22][CH:23]=4)[S:29]/3)[CH:12]=2)[N:7]=[CH:6][C:5]=1[C:16]#[N:17])[CH3:2], predict the reactants needed to synthesize it. The reactants are: [CH2:1]([O:3][C:4]1[C:13]2[C:8](=[CH:9][CH:10]=[C:11]([CH:14]=O)[CH:12]=2)[N:7]=[CH:6][C:5]=1[C:16]#[N:17])[CH3:2].[C:18]1([C@@H:24]2[CH2:26][C@H:25]2[NH:27][C:28]2[S:29][CH2:30][C:31](=[O:33])[N:32]=2)[CH:23]=[CH:22][CH:21]=[CH:20][CH:19]=1.N1CCCCC1. (3) Given the product [C:44]([O:43][C:41]([N:35]1[CH2:40][CH2:39][N:38]([C:13](=[O:15])[CH2:12][CH2:11][C:4]2[C:3]3[C:2](=[O:1])[CH2:10][CH2:9][CH2:8][C:7]=3[NH:6][CH:5]=2)[CH2:37][CH2:36]1)=[O:42])([CH3:47])([CH3:45])[CH3:46], predict the reactants needed to synthesize it. The reactants are: [O:1]=[C:2]1[CH2:10][CH2:9][CH2:8][C:7]2[NH:6][CH:5]=[C:4]([CH2:11][CH2:12][C:13]([OH:15])=O)[C:3]1=2.ON1C2C=CC=CC=2N=N1.C(N(CC)C(C)C)(C)C.[N:35]1([C:41]([O:43][C:44]([CH3:47])([CH3:46])[CH3:45])=[O:42])[CH2:40][CH2:39][NH:38][CH2:37][CH2:36]1.